Dataset: Full USPTO retrosynthesis dataset with 1.9M reactions from patents (1976-2016). Task: Predict the reactants needed to synthesize the given product. Given the product [F:11][C:12]([F:33])([F:32])[CH2:13][N:14]1[C:19](=[O:20])[C:18]([CH2:36][C:37]2[CH:5]=[CH:4][C:3]([F:2])=[CH:39][CH:38]=2)=[C:17]([C:22]2[CH:27]=[CH:26][C:25]([S:28]([CH3:31])(=[O:30])=[O:29])=[CH:24][CH:23]=2)[CH:16]=[N:15]1, predict the reactants needed to synthesize it. The reactants are: [Mg].[F:2][CH:3](Br)[C:4]1C=CC=C[CH:5]=1.[F:11][C:12]([F:33])([F:32])[CH2:13][N:14]1[C:19](=[O:20])[C:18](Cl)=[C:17]([C:22]2[CH:27]=[CH:26][C:25]([S:28]([CH3:31])(=[O:30])=[O:29])=[CH:24][CH:23]=2)[CH:16]=[N:15]1.N1N[C:36](=O)[CH:37]=[CH:38][CH:39]=1.